Dataset: Forward reaction prediction with 1.9M reactions from USPTO patents (1976-2016). Task: Predict the product of the given reaction. (1) Given the reactants Cl.[NH2:2][C@@H:3]([CH2:33][C:34]1[CH:39]=[CH:38][CH:37]=[CH:36][N:35]=1)[C:4]([N:6]1[CH2:11][CH2:10][CH:9]([N:12]2[N:21]=[C:20]([C:22]3[CH:27]=[CH:26][C:25]([O:28][CH3:29])=[C:24]([O:30][CH3:31])[CH:23]=3)[C@@H:19]3[C@@H:14]([CH2:15][CH2:16][CH2:17][CH2:18]3)[C:13]2=[O:32])[CH2:8][CH2:7]1)=[O:5].[CH:40]1([CH2:43][O:44][C:45]2[CH:53]=[CH:52][C:48]3[O:49][CH2:50][O:51][C:47]=3[C:46]=2[C:54]2[C:55]3[NH:62][C:61]([CH3:63])=[C:60]([C:64](O)=[O:65])[C:56]=3[N:57]=[CH:58][N:59]=2)[CH2:42][CH2:41]1.CN(C(ON1N=NC2C=CC=NC1=2)=[N+](C)C)C.F[P-](F)(F)(F)(F)F.CCN(C(C)C)C(C)C.C(=O)(O)[O-].[Na+], predict the reaction product. The product is: [CH:40]1([CH2:43][O:44][C:45]2[CH:53]=[CH:52][C:48]3[O:49][CH2:50][O:51][C:47]=3[C:46]=2[C:54]2[C:55]3[NH:62][C:61]([CH3:63])=[C:60]([C:64]([NH:2][C@@H:3]([CH2:33][C:34]4[CH:39]=[CH:38][CH:37]=[CH:36][N:35]=4)[C:4]([N:6]4[CH2:7][CH2:8][CH:9]([N:12]5[N:21]=[C:20]([C:22]6[CH:27]=[CH:26][C:25]([O:28][CH3:29])=[C:24]([O:30][CH3:31])[CH:23]=6)[C@@H:19]6[C@@H:14]([CH2:15][CH2:16][CH2:17][CH2:18]6)[C:13]5=[O:32])[CH2:10][CH2:11]4)=[O:5])=[O:65])[C:56]=3[N:57]=[CH:58][N:59]=2)[CH2:41][CH2:42]1. (2) Given the reactants [NH2:1][C:2]1[C:7]([Cl:8])=[C:6]([CH3:9])[N:5]=[C:4]([CH3:10])[N:3]=1.[CH2:11]([O:18][C:19]1[CH:20]=[C:21]([CH:24]=[CH:25][C:26]=1[O:27][CH3:28])[CH2:22]Cl)[C:12]1[CH:17]=[CH:16][CH:15]=[CH:14][CH:13]=1.[H-].[Na+], predict the reaction product. The product is: [CH2:11]([O:18][C:19]1[CH:20]=[C:21]([CH:24]=[CH:25][C:26]=1[O:27][CH3:28])[CH2:22][NH:1][C:2]1[C:7]([Cl:8])=[C:6]([CH3:9])[N:5]=[C:4]([CH3:10])[N:3]=1)[C:12]1[CH:13]=[CH:14][CH:15]=[CH:16][CH:17]=1.